This data is from NCI-60 drug combinations with 297,098 pairs across 59 cell lines. The task is: Regression. Given two drug SMILES strings and cell line genomic features, predict the synergy score measuring deviation from expected non-interaction effect. (1) Drug 1: CCCS(=O)(=O)NC1=C(C(=C(C=C1)F)C(=O)C2=CNC3=C2C=C(C=N3)C4=CC=C(C=C4)Cl)F. Drug 2: CCC1(CC2CC(C3=C(CCN(C2)C1)C4=CC=CC=C4N3)(C5=C(C=C6C(=C5)C78CCN9C7C(C=CC9)(C(C(C8N6C)(C(=O)OC)O)OC(=O)C)CC)OC)C(=O)OC)O.OS(=O)(=O)O. Cell line: 786-0. Synergy scores: CSS=55.7, Synergy_ZIP=14.5, Synergy_Bliss=14.2, Synergy_Loewe=-2.57, Synergy_HSA=14.2. (2) Drug 1: C1=CN(C(=O)N=C1N)C2C(C(C(O2)CO)O)O.Cl. Drug 2: C(CN)CNCCSP(=O)(O)O. Cell line: SW-620. Synergy scores: CSS=40.7, Synergy_ZIP=6.97, Synergy_Bliss=9.87, Synergy_Loewe=-62.4, Synergy_HSA=5.73. (3) Drug 1: CC1=C(C=C(C=C1)NC2=NC=CC(=N2)N(C)C3=CC4=NN(C(=C4C=C3)C)C)S(=O)(=O)N.Cl. Drug 2: C1CN(CCN1C(=O)CCBr)C(=O)CCBr. Cell line: HS 578T. Synergy scores: CSS=3.93, Synergy_ZIP=-3.60, Synergy_Bliss=-0.233, Synergy_Loewe=-9.78, Synergy_HSA=-2.95. (4) Drug 1: CNC(=O)C1=CC=CC=C1SC2=CC3=C(C=C2)C(=NN3)C=CC4=CC=CC=N4. Drug 2: C1=CN(C=N1)CC(O)(P(=O)(O)O)P(=O)(O)O. Cell line: MDA-MB-231. Synergy scores: CSS=0.609, Synergy_ZIP=1.36, Synergy_Bliss=-0.766, Synergy_Loewe=-3.86, Synergy_HSA=-4.21.